This data is from Forward reaction prediction with 1.9M reactions from USPTO patents (1976-2016). The task is: Predict the product of the given reaction. Given the reactants [O:1]=[S:2]1(=[O:28])[C:7]2[CH:8]=[CH:9][CH:10]=[CH:11][C:6]=2[NH:5][C:4]([C:12]2[C:17](=[O:18])[N:16]([N:19]=[CH:20][CH:21](C)[CH3:22])[C:15]3[CH:24]=[CH:25][S:26][C:14]=3[C:13]=2[OH:27])=[N:3]1.CO.[Li].[BH4-].Cl.O1C[CH2:37][CH2:36][CH2:35]1, predict the reaction product. The product is: [CH:20]1([NH:19][N:16]2[C:17](=[O:18])[C:12]([C:4]3[NH:5][C:6]4[CH:11]=[CH:10][CH:9]=[CH:8][C:7]=4[S:2](=[O:1])(=[O:28])[N:3]=3)=[C:13]([OH:27])[C:14]3[S:26][CH:25]=[CH:24][C:15]2=3)[CH2:21][CH2:22][CH2:37][CH2:36][CH2:35]1.